From a dataset of Full USPTO retrosynthesis dataset with 1.9M reactions from patents (1976-2016). Predict the reactants needed to synthesize the given product. (1) Given the product [CH2:11]([NH:1][CH2:2][CH:3]([C:5]1[CH:10]=[CH:9][CH:8]=[CH:7][CH:6]=1)[OH:4])[C:12]1[CH:17]=[CH:16][CH:15]=[CH:14][CH:13]=1, predict the reactants needed to synthesize it. The reactants are: [NH2:1][CH2:2][CH:3]([C:5]1[CH:10]=[CH:9][CH:8]=[CH:7][CH:6]=1)[OH:4].[CH:11](=O)[C:12]1[CH:17]=[CH:16][CH:15]=[CH:14][CH:13]=1.[BH4-].[Na+]. (2) Given the product [C:46]([O:49][CH2:50][CH2:51][CH2:52][S:53]([NH:29][C:27](=[O:28])[C:24]1[CH:25]=[CH:26][C:21]([CH2:20][CH2:19][N:4]2[C:5]([CH2:9][O:10][C:11]3[CH:16]=[CH:15][CH:14]=[C:13]([O:58][CH2:59][CH3:60])[CH:12]=3)=[C:6]([Cl:8])[CH:7]=[C:2]([Cl:1])[C:3]2=[O:34])=[CH:22][CH:23]=1)(=[O:55])=[O:54])(=[O:48])[CH3:47], predict the reactants needed to synthesize it. The reactants are: [Cl:1][C:2]1[C:3](=[O:34])[N:4]([CH2:19][CH2:20][C:21]2[CH:26]=[CH:25][C:24]([C:27]([N:29]3C=CN=C3)=[O:28])=[CH:23][CH:22]=2)[C:5]([CH2:9][O:10][C:11]2[CH:16]=[CH:15][CH:14]=[C:13](CC)[CH:12]=2)=[C:6]([Cl:8])[CH:7]=1.C1CCN2C(=NCCC2)CC1.[C:46]([O:49][CH2:50][CH2:51][CH2:52][S:53](N)(=[O:55])=[O:54])(=[O:48])[CH3:47].Cl.[O:58]1CCO[CH2:60][CH2:59]1. (3) Given the product [CH:16]1([S:8][C:6]2[CH:5]=[CH:4][C:3]([CH:9]([CH3:14])[C:10]([OH:12])=[O:11])=[C:2]([F:1])[CH:7]=2)[CH2:20][CH2:19][CH2:18][CH2:17]1, predict the reactants needed to synthesize it. The reactants are: [F:1][C:2]1[CH:7]=[C:6]([SH:8])[CH:5]=[CH:4][C:3]=1[CH:9]([CH3:14])[C:10]([O:12]C)=[O:11].Br[CH:16]1[CH2:20][CH2:19][CH2:18][CH2:17]1.C(=O)([O-])[O-].[K+].[K+]. (4) Given the product [CH3:39][O:40][CH2:41][CH2:42][N:43]([CH2:44][CH2:45][O:46][CH3:47])[C:32]([N:12]1[C:13]([C:25]2[CH:30]=[CH:29][C:28]([Cl:31])=[CH:27][CH:26]=2)([CH3:24])[C:14]([C:17]2[CH:22]=[CH:21][C:20]([Cl:23])=[CH:19][CH:18]=2)([CH3:16])[N:15]=[C:11]1[C:8]1[CH:9]=[CH:10][C:5]([C:1]([CH3:3])([CH3:2])[CH3:4])=[CH:6][C:7]=1[O:35][CH:36]([CH3:37])[CH3:38])=[O:33], predict the reactants needed to synthesize it. The reactants are: [C:1]([C:5]1[CH:10]=[CH:9][C:8]([C:11]2[N:12]([C:32](Cl)=[O:33])[C:13]([C:25]3[CH:30]=[CH:29][C:28]([Cl:31])=[CH:27][CH:26]=3)([CH3:24])[C:14]([C:17]3[CH:22]=[CH:21][C:20]([Cl:23])=[CH:19][CH:18]=3)([CH3:16])[N:15]=2)=[C:7]([O:35][CH:36]([CH3:38])[CH3:37])[CH:6]=1)([CH3:4])([CH3:3])[CH3:2].[CH3:39][O:40][CH2:41][CH2:42][NH:43][CH2:44][CH2:45][O:46][CH3:47].